Task: Regression. Given two drug SMILES strings and cell line genomic features, predict the synergy score measuring deviation from expected non-interaction effect.. Dataset: NCI-60 drug combinations with 297,098 pairs across 59 cell lines (1) Drug 1: COC1=CC(=CC(=C1O)OC)C2C3C(COC3=O)C(C4=CC5=C(C=C24)OCO5)OC6C(C(C7C(O6)COC(O7)C8=CC=CS8)O)O. Drug 2: CCC1(CC2CC(C3=C(CCN(C2)C1)C4=CC=CC=C4N3)(C5=C(C=C6C(=C5)C78CCN9C7C(C=CC9)(C(C(C8N6C)(C(=O)OC)O)OC(=O)C)CC)OC)C(=O)OC)O.OS(=O)(=O)O. Cell line: MCF7. Synergy scores: CSS=44.2, Synergy_ZIP=0.684, Synergy_Bliss=2.04, Synergy_Loewe=3.43, Synergy_HSA=5.93. (2) Drug 1: CC1=C(C=C(C=C1)C(=O)NC2=CC(=CC(=C2)C(F)(F)F)N3C=C(N=C3)C)NC4=NC=CC(=N4)C5=CN=CC=C5. Drug 2: C1=CC=C(C(=C1)C(C2=CC=C(C=C2)Cl)C(Cl)Cl)Cl. Cell line: HT29. Synergy scores: CSS=-1.75, Synergy_ZIP=-0.109, Synergy_Bliss=0.105, Synergy_Loewe=-3.23, Synergy_HSA=-2.57. (3) Drug 1: CC12CCC3C(C1CCC2=O)CC(=C)C4=CC(=O)C=CC34C. Drug 2: C1=NNC2=C1C(=O)NC=N2. Cell line: PC-3. Synergy scores: CSS=51.8, Synergy_ZIP=3.40, Synergy_Bliss=5.12, Synergy_Loewe=-11.9, Synergy_HSA=5.35. (4) Drug 1: CCC1(CC2CC(C3=C(CCN(C2)C1)C4=CC=CC=C4N3)(C5=C(C=C6C(=C5)C78CCN9C7C(C=CC9)(C(C(C8N6C=O)(C(=O)OC)O)OC(=O)C)CC)OC)C(=O)OC)O.OS(=O)(=O)O. Drug 2: CC12CCC3C(C1CCC2OP(=O)(O)O)CCC4=C3C=CC(=C4)OC(=O)N(CCCl)CCCl.[Na+]. Cell line: A498. Synergy scores: CSS=1.78, Synergy_ZIP=-2.29, Synergy_Bliss=-4.85, Synergy_Loewe=-2.28, Synergy_HSA=-3.42. (5) Drug 1: C1=CC(=CC=C1CCC2=CNC3=C2C(=O)NC(=N3)N)C(=O)NC(CCC(=O)O)C(=O)O. Drug 2: CC1=C2C(C(=O)C3(C(CC4C(C3C(C(C2(C)C)(CC1OC(=O)C(C(C5=CC=CC=C5)NC(=O)OC(C)(C)C)O)O)OC(=O)C6=CC=CC=C6)(CO4)OC(=O)C)O)C)O. Cell line: MDA-MB-231. Synergy scores: CSS=27.8, Synergy_ZIP=-12.3, Synergy_Bliss=-6.21, Synergy_Loewe=-14.8, Synergy_HSA=-2.68. (6) Drug 1: C1=CC(=C2C(=C1NCCNCCO)C(=O)C3=C(C=CC(=C3C2=O)O)O)NCCNCCO. Drug 2: C1=NC2=C(N=C(N=C2N1C3C(C(C(O3)CO)O)O)F)N. Cell line: MDA-MB-231. Synergy scores: CSS=33.0, Synergy_ZIP=-5.77, Synergy_Bliss=-5.07, Synergy_Loewe=-17.3, Synergy_HSA=-2.92. (7) Drug 1: CN(CC1=CN=C2C(=N1)C(=NC(=N2)N)N)C3=CC=C(C=C3)C(=O)NC(CCC(=O)O)C(=O)O. Drug 2: C1CN(CCN1C(=O)CCBr)C(=O)CCBr. Cell line: MCF7. Synergy scores: CSS=16.7, Synergy_ZIP=-14.6, Synergy_Bliss=-11.2, Synergy_Loewe=-7.88, Synergy_HSA=-6.55. (8) Drug 1: CCC(=C(C1=CC=CC=C1)C2=CC=C(C=C2)OCCN(C)C)C3=CC=CC=C3.C(C(=O)O)C(CC(=O)O)(C(=O)O)O. Drug 2: CC1=C(N=C(N=C1N)C(CC(=O)N)NCC(C(=O)N)N)C(=O)NC(C(C2=CN=CN2)OC3C(C(C(C(O3)CO)O)O)OC4C(C(C(C(O4)CO)O)OC(=O)N)O)C(=O)NC(C)C(C(C)C(=O)NC(C(C)O)C(=O)NCCC5=NC(=CS5)C6=NC(=CS6)C(=O)NCCC[S+](C)C)O. Cell line: NCI-H226. Synergy scores: CSS=21.0, Synergy_ZIP=-5.33, Synergy_Bliss=0.719, Synergy_Loewe=-9.63, Synergy_HSA=2.27. (9) Drug 1: CC1OCC2C(O1)C(C(C(O2)OC3C4COC(=O)C4C(C5=CC6=C(C=C35)OCO6)C7=CC(=C(C(=C7)OC)O)OC)O)O. Drug 2: CC1C(C(CC(O1)OC2CC(CC3=C2C(=C4C(=C3O)C(=O)C5=C(C4=O)C(=CC=C5)OC)O)(C(=O)C)O)N)O.Cl. Cell line: LOX IMVI. Synergy scores: CSS=48.3, Synergy_ZIP=8.53, Synergy_Bliss=8.84, Synergy_Loewe=13.3, Synergy_HSA=15.4.